From a dataset of Catalyst prediction with 721,799 reactions and 888 catalyst types from USPTO. Predict which catalyst facilitates the given reaction. Reactant: CO[N:3](C)[C:4]([CH:6]1[CH2:8][CH:7]1[C:9]1[CH:10]=[N:11][C:12]2[C:17]([CH:18]=1)=[CH:16][CH:15]=[CH:14][CH:13]=2)=[O:5].[I-].[CH3:21][S+](C)(C)=O.[H-].[Na+].CON(C)[C:31](=[O:44])/[CH:32]=[CH:33]/[C:34]1[CH:35]=[N:36]C2C(C=1)=CC=CC=2.C[CH2:47][O:48][C:49]([CH3:51])=O. Product: [CH3:47][O:48][C:49]1[CH:51]=[C:32]([CH:33]=[CH:34][C:35]=1[O:36][CH3:21])[CH:31]=[N:44][NH:3][C:4]([C@@H:6]1[CH2:8][C@H:7]1[C:9]1[CH:10]=[N:11][C:12]2[C:17]([CH:18]=1)=[CH:16][CH:15]=[CH:14][CH:13]=2)=[O:5]. The catalyst class is: 58.